From a dataset of Reaction yield outcomes from USPTO patents with 853,638 reactions. Predict the reaction yield, written as a fraction of the theoretical maximum amount of product (1.0 means a 100% yield; for example, 0.34 means a 34% yield). (1) The reactants are [Li]C(CC)C.C1CCCCC1.CN(CCN(C)C)C.[F:20][C:21]1[CH:22]=[C:23]([CH:31]=[CH:32][CH:33]=1)[C:24]([N:26]1[CH2:30][CH2:29][CH2:28][CH2:27]1)=[O:25].[CH3:34][Si:35](Cl)([CH3:37])[CH3:36]. The product is [F:20][C:21]1[C:22]([Si:35]([CH3:37])([CH3:36])[CH3:34])=[C:23]([C:31]([Si:35]([CH3:37])([CH3:36])[CH3:34])=[CH:32][CH:33]=1)[C:24]([N:26]1[CH2:30][CH2:29][CH2:28][CH2:27]1)=[O:25]. The catalyst is C1COCC1.CCOCC. The yield is 0.450. (2) The reactants are [C:1]([C:4]1[CH:9]=[CH:8][CH:7]=[CH:6][CH:5]=1)(=O)[CH3:2].[NH2:10][CH2:11][CH2:12][OH:13].[BH4-].[Na+]. The catalyst is CO.CC(C)[O-].[Ti+4].CC(C)[O-].CC(C)[O-].CC(C)[O-]. The product is [C:4]1([CH:1]([NH:10][CH2:11][CH2:12][OH:13])[CH3:2])[CH:9]=[CH:8][CH:7]=[CH:6][CH:5]=1. The yield is 0.985. (3) The reactants are [CH:1]([C:3]1[N:4]=[C:5]([C:19]2[CH:24]=[CH:23][CH:22]=[CH:21][CH:20]=2)[N:6]([CH:8]([C:13]2[CH:18]=[CH:17][CH:16]=[CH:15][CH:14]=2)[C:9]([O:11]C)=O)[CH:7]=1)=O.CO.[CH3:27][NH2:28].[BH4-].[Na+].[ClH:31].C(=O)([O-])O.[Na+]. The catalyst is CO. The product is [ClH:31].[ClH:31].[CH3:27][NH:28][CH2:1][C:3]1[N:4]=[C:5]([C:19]2[CH:24]=[CH:23][CH:22]=[CH:21][CH:20]=2)[N:6]([CH:8]([C:13]2[CH:18]=[CH:17][CH:16]=[CH:15][CH:14]=2)[CH2:9][OH:11])[CH:7]=1. The yield is 0.270.